Dataset: CYP2D6 inhibition data for predicting drug metabolism from PubChem BioAssay. Task: Regression/Classification. Given a drug SMILES string, predict its absorption, distribution, metabolism, or excretion properties. Task type varies by dataset: regression for continuous measurements (e.g., permeability, clearance, half-life) or binary classification for categorical outcomes (e.g., BBB penetration, CYP inhibition). Dataset: cyp2d6_veith. (1) The drug is COC(=O)N1CCC2(CCN(C(=O)NC(C)C)CC2)CC1. The result is 0 (non-inhibitor). (2) The drug is COC(=O)c1ccccc1NC(=O)c1ccc(COc2ccc(C)c(C)c2)o1. The result is 0 (non-inhibitor). (3) The compound is Cc1ccc(NC(=O)c2ccc(NCC3CCCO3)c([N+](=O)[O-])c2)cc1Cl. The result is 0 (non-inhibitor). (4) The drug is CCC/C=C(\CCC)C(NC(=O)c1ccccc1)c1ccc(C(=O)OC)cc1. The result is 0 (non-inhibitor). (5) The drug is COc1ccc(NC(=O)CSc2nnc(Cc3cccn3C)n2CCc2ccccc2)c(OC)c1. The result is 1 (inhibitor). (6) The result is 0 (non-inhibitor). The drug is O=C(Nc1ccccc1)N(Cc1ccccc1)CC(O)C(F)(F)F.